This data is from Full USPTO retrosynthesis dataset with 1.9M reactions from patents (1976-2016). The task is: Predict the reactants needed to synthesize the given product. Given the product [F:85][C:79]1[CH:80]=[CH:81][CH:82]=[C:83]([F:84])[C:78]=1[C:76]1[S:77][C:73]([NH:72][C:70](=[O:71])[O:69][C:65]([CH3:67])([CH3:66])[CH3:68])=[C:74]([C:86](=[O:87])[NH:1][C:2]2[CH:3]=[N:4][N:5]([CH3:22])[C:6]=2[N:7]2[CH2:8][CH2:9][CH:10]([NH:15][C:16](=[O:21])[C:17]([F:20])([F:19])[F:18])[CH:11]([OH:14])[CH2:12][CH2:13]2)[N:75]=1, predict the reactants needed to synthesize it. The reactants are: [NH2:1][C:2]1[CH:3]=[N:4][N:5]([CH3:22])[C:6]=1[N:7]1[CH2:13][CH2:12][CH:11]([OH:14])[CH:10]([NH:15][C:16](=[O:21])[C:17]([F:20])([F:19])[F:18])[CH2:9][CH2:8]1.CCN(C(C)C)C(C)C.C1CN([P+](ON2N=NC3C=CC=CC2=3)(N2CCCC2)N2CCCC2)CC1.F[P-](F)(F)(F)(F)F.[C:65]([O:69][C:70]([NH:72][C:73]1[S:77][C:76]([C:78]2[C:83]([F:84])=[CH:82][CH:81]=[CH:80][C:79]=2[F:85])=[N:75][C:74]=1[C:86](O)=[O:87])=[O:71])([CH3:68])([CH3:67])[CH3:66].